From a dataset of Catalyst prediction with 721,799 reactions and 888 catalyst types from USPTO. Predict which catalyst facilitates the given reaction. (1) Reactant: Br[CH:2]([C:4]1[S:8][C:7]([S:9][C:10]2[CH:15]=[CH:14][C:13]([Cl:16])=[CH:12][C:11]=2[Cl:17])=[C:6]([N+:18]([O-:20])=[O:19])[CH:5]=1)[CH3:3].[CH3:21][O:22][C:23]1[CH:30]=[CH:29][C:26]([CH2:27][NH2:28])=[CH:25][CH:24]=1.C(=O)([O-])[O-].[K+].[K+]. Product: [Cl:17][C:11]1[CH:12]=[C:13]([Cl:16])[CH:14]=[CH:15][C:10]=1[S:9][C:7]1[S:8][C:4]([CH:2]([NH:28][CH2:27][C:26]2[CH:29]=[CH:30][C:23]([O:22][CH3:21])=[CH:24][CH:25]=2)[CH3:3])=[CH:5][C:6]=1[N+:18]([O-:20])=[O:19]. The catalyst class is: 6. (2) Reactant: Br[C:2]1[CH:7]=[CH:6][CH:5]=[CH:4][C:3]=1[O:8][CH2:9][CH2:10][CH:11]([CH3:13])[CH3:12].C([Li])CCC.C([O:21][B:22](OCC)[O:23]CC)C. Product: [CH2:9]([O:8][C:3]1[CH:4]=[CH:5][CH:6]=[CH:7][C:2]=1[B:22]([OH:23])[OH:21])[CH2:10][CH:11]([CH3:13])[CH3:12]. The catalyst class is: 1. (3) Reactant: [Cl:1][C:2]1[CH:3]=[CH:4][C:5]2[N:11]3[CH:12]=[CH:13][CH:14]=[C:10]3[C@@H:9]([CH2:15][CH2:16][OH:17])[O:8][C@H:7]([C:18]3[C:23]([F:24])=[CH:22][CH:21]=[C:20]([O:25][CH3:26])[C:19]=3[O:27][CH3:28])[C:6]=2[CH:29]=1.C(N(CC)CC)C.[CH3:37][S:38](Cl)(=[O:40])=[O:39]. Product: [CH3:37][S:38]([O:17][CH2:16][CH2:15][C@H:9]1[O:8][C@H:7]([C:18]2[C:23]([F:24])=[CH:22][CH:21]=[C:20]([O:25][CH3:26])[C:19]=2[O:27][CH3:28])[C:6]2[CH:29]=[C:2]([Cl:1])[CH:3]=[CH:4][C:5]=2[N:11]2[CH:12]=[CH:13][CH:14]=[C:10]12)(=[O:40])=[O:39]. The catalyst class is: 4. (4) Reactant: [Br:1][C:2]1[CH:3]=[C:4]2[C:14](=[CH:15][CH:16]=1)[O:13][C:7]1([CH2:12][CH2:11][CH2:10][CH2:9][CH2:8]1)[CH2:6][C:5]2=O.C[Si]([N:22]=[C:23]=[N:24][Si](C)(C)C)(C)C. Product: [Br:1][C:2]1[CH:3]=[C:4]2[C:14](=[CH:15][CH:16]=1)[O:13][C:7]1([CH2:12][CH2:11][CH2:10][CH2:9][CH2:8]1)[CH2:6][C:5]2=[N:24][C:23]#[N:22]. The catalyst class is: 388. (5) Reactant: [CH3:1][N:2]([CH3:20])[CH2:3][CH2:4][CH2:5][O:6][C:7]1[CH:12]=[CH:11][C:10]([NH2:13])=[CH:9][C:8]=1[C:14]1[N:15]([CH3:19])[N:16]=[CH:17][CH:18]=1.[F:21][C:22]1[CH:27]=[C:26]([F:28])[CH:25]=[CH:24][C:23]=1[N:29]=[C:30]=[O:31]. Product: [F:21][C:22]1[CH:27]=[C:26]([F:28])[CH:25]=[CH:24][C:23]=1[NH:29][C:30]([NH:13][C:10]1[CH:11]=[CH:12][C:7]([O:6][CH2:5][CH2:4][CH2:3][N:2]([CH3:1])[CH3:20])=[C:8]([C:14]2[N:15]([CH3:19])[N:16]=[CH:17][CH:18]=2)[CH:9]=1)=[O:31]. The catalyst class is: 2.